Task: Predict the product of the given reaction.. Dataset: Forward reaction prediction with 1.9M reactions from USPTO patents (1976-2016) (1) Given the reactants COC1C=C(C(C2C=CC=CC=2)=O)C=C(OC)C=1.C[Si]([N-][Si](C)(C)C)(C)C.[Li+].C(OP(CC#N)(=O)OCC)C.O1[C:45]2[CH:46]=[CH:47][C:48]([C:50]([C:54]3[CH:59]=[C:58]([O:60][CH3:61])[CH:57]=[C:56]([O:62][CH3:63])[CH:55]=3)=[CH:51][C:52]#[N:53])=[CH:49][C:44]=2OCC1, predict the reaction product. The product is: [CH3:63][O:62][C:56]1[CH:55]=[C:54]([C:50]([C:48]2[CH:49]=[CH:44][CH:45]=[CH:46][CH:47]=2)=[CH:51][C:52]#[N:53])[CH:59]=[C:58]([O:60][CH3:61])[CH:57]=1. (2) The product is: [Br:1][C:2]1[CH:3]=[C:4]2[C:9](=[CH:10][C:11]=1[Cl:12])[N:8]1[C:14]([CH3:15])=[N:17][N:18]=[C:7]1[CH2:6][CH2:5]2. Given the reactants [Br:1][C:2]1[CH:3]=[C:4]2[C:9](=[CH:10][C:11]=1[Cl:12])[NH:8][C:7](=S)[CH2:6][CH2:5]2.[C:14]([NH:17][NH2:18])(=O)[CH3:15], predict the reaction product. (3) The product is: [CH2:1]([O:6][C:7]1[CH:8]=[CH:9][C:10]([S:13]([Cl:17])(=[O:15])=[O:14])=[CH:11][CH:12]=1)[CH2:2][CH2:3][CH2:4][CH3:5]. Given the reactants [CH2:1]([O:6][C:7]1[CH:12]=[CH:11][CH:10]=[CH:9][CH:8]=1)[CH2:2][CH2:3][CH2:4][CH3:5].[S:13]([Cl:17])(=O)(=[O:15])[OH:14], predict the reaction product.